Dataset: Catalyst prediction with 721,799 reactions and 888 catalyst types from USPTO. Task: Predict which catalyst facilitates the given reaction. (1) Reactant: [NH2:1][C:2]1[C:10]2[C:5](=[N:6][C:7]([N:14]3[CH2:19][CH2:18][CH:17]([OH:20])[CH2:16][CH2:15]3)=[CH:8][C:9]=2[CH2:11][CH2:12][CH3:13])[S:4][C:3]=1[C:21]#[N:22].[CH:23]([NH2:25])=O. Product: [NH2:22][C:21]1[C:3]2[S:4][C:5]3[N:6]=[C:7]([N:14]4[CH2:15][CH2:16][CH:17]([OH:20])[CH2:18][CH2:19]4)[CH:8]=[C:9]([CH2:11][CH2:12][CH3:13])[C:10]=3[C:2]=2[N:1]=[CH:23][N:25]=1. The catalyst class is: 6. (2) Reactant: [NH2:1][C:2]1[CH:3]=[C:4]([CH:11]=[CH:12][C:13]=1[CH3:14])[C:5]([NH:7][CH:8]1[CH2:10][CH2:9]1)=[O:6].C(=O)([O-])[O-].[K+].[K+].[CH2:21](Br)[CH:22]=[CH2:23]. Product: [CH2:23]([NH:1][C:2]1[CH:3]=[C:4]([CH:11]=[CH:12][C:13]=1[CH3:14])[C:5]([NH:7][CH:8]1[CH2:9][CH2:10]1)=[O:6])[CH:22]=[CH2:21]. The catalyst class is: 10. (3) Reactant: [CH2:1]([C@@H:8]([C:31](=[O:46])[N:32]([CH3:45])[C@@H:33]([CH:42]([CH3:44])[CH3:43])/[CH:34]=[C:35](\[CH3:41])/[C:36]([O:38]CC)=[O:37])[NH:9][C:10](=[O:30])[C@H:11]([C:21]([CH3:29])([C:23]1[CH:28]=[CH:27][CH:26]=[CH:25][CH:24]=1)[CH3:22])[N:12]([CH3:20])[C:13](=[O:19])[O:14][C:15]([CH3:18])([CH3:17])[CH3:16])[C:2]1[CH:7]=[CH:6][CH:5]=[CH:4][CH:3]=1.[OH-].[Li+]. Product: [CH2:1]([C@@H:8]([C:31](=[O:46])[N:32]([CH3:45])[C@@H:33]([CH:42]([CH3:43])[CH3:44])/[CH:34]=[C:35](\[CH3:41])/[C:36]([OH:38])=[O:37])[NH:9][C:10](=[O:30])[C@H:11]([C:21]([CH3:29])([C:23]1[CH:28]=[CH:27][CH:26]=[CH:25][CH:24]=1)[CH3:22])[N:12]([CH3:20])[C:13](=[O:19])[O:14][C:15]([CH3:16])([CH3:17])[CH3:18])[C:2]1[CH:7]=[CH:6][CH:5]=[CH:4][CH:3]=1. The catalyst class is: 72. (4) Reactant: [OH-].[Na+].S(Cl)(Cl)=O.[Cl:7][S:8]([OH:11])(=O)=[O:9].[CH2:12]([O:15][C:16]1[CH:24]=[CH:23][CH:22]=[CH:21][C:17]=1[C:18]([OH:20])=[O:19])[CH2:13][CH3:14]. Product: [Cl:7][S:8]([C:22]1[CH:23]=[CH:24][C:16]([O:15][CH2:12][CH2:13][CH3:14])=[C:17]([CH:21]=1)[C:18]([OH:20])=[O:19])(=[O:11])=[O:9]. The catalyst class is: 4. (5) The catalyst class is: 5. Reactant: [NH2:1][CH:2]1[CH2:7][CH2:6][N:5]([CH2:8][C:9]([C:11]2[CH:16]=[CH:15][CH:14]=[CH:13][CH:12]=2)=[O:10])[CH2:4][CH2:3]1.[BH4-].[Na+]. Product: [NH2:1][CH:2]1[CH2:7][CH2:6][N:5]([CH2:8][CH:9]([C:11]2[CH:16]=[CH:15][CH:14]=[CH:13][CH:12]=2)[OH:10])[CH2:4][CH2:3]1. (6) Reactant: [C:1]([Si:5]([O:18][CH:19]1[CH2:22][C:21](S(C)=O)(SC)[CH2:20]1)([C:12]1[CH:17]=[CH:16][CH:15]=[CH:14][CH:13]=1)[C:6]1[CH:11]=[CH:10][CH:9]=[CH:8][CH:7]=1)([CH3:4])([CH3:3])[CH3:2].Cl(O)(=O)(=O)=[O:29]. Product: [Si:5]([O:18][CH:19]1[CH2:22][C:21](=[O:29])[CH2:20]1)([C:1]([CH3:3])([CH3:4])[CH3:2])([C:12]1[CH:17]=[CH:16][CH:15]=[CH:14][CH:13]=1)[C:6]1[CH:11]=[CH:10][CH:9]=[CH:8][CH:7]=1. The catalyst class is: 316. (7) Reactant: [C:1]([O:5][C:6](=[O:19])[NH:7][C:8]1[CH:13]=[C:12](Cl)[C:11]([CH3:15])=[CH:10][C:9]=1[N+:16]([O-:18])=[O:17])([CH3:4])([CH3:3])[CH3:2].[CH2:20]([NH:24][CH3:25])[CH:21]([CH3:23])[CH3:22]. Product: [C:1]([O:5][C:6](=[O:19])[NH:7][C:8]1[CH:13]=[C:12]([N:24]([CH2:20][CH:21]([CH3:23])[CH3:22])[CH3:25])[C:11]([CH3:15])=[CH:10][C:9]=1[N+:16]([O-:18])=[O:17])([CH3:4])([CH3:3])[CH3:2]. The catalyst class is: 16.